Dataset: Forward reaction prediction with 1.9M reactions from USPTO patents (1976-2016). Task: Predict the product of the given reaction. (1) The product is: [N+:1]([C:4]1[CH:9]=[C:8]([N+:10]([O-:12])=[O:11])[CH:7]=[CH:6][C:5]=1[NH:13][CH2:14][CH2:15][CH2:16][CH2:17][CH2:18][CH2:19][CH2:20][CH2:21][NH:22][C:33]([CH:28]1[CH2:32][CH:31]=[CH:30][CH2:29]1)=[O:34])([O-:3])=[O:2]. Given the reactants [N+:1]([C:4]1[CH:9]=[C:8]([N+:10]([O-:12])=[O:11])[CH:7]=[CH:6][C:5]=1[NH:13][CH2:14][CH2:15][CH2:16][CH2:17][CH2:18][CH2:19][CH2:20][CH2:21][NH2:22])([O-:3])=[O:2].C([O-])(O)=O.[Na+].[CH:28]1([C:33](ONC2C(=O)CCC2=O)=[O:34])[CH2:32][CH:31]=[CH:30][CH2:29]1, predict the reaction product. (2) Given the reactants [Cl:1][C:2]1[CH:10]=[C:9]2[C:5]([C:6]([C:17](=O)[C:18]([O:20][CH2:21][CH3:22])=[O:19])=[C:7]([C:12](OCC)=[O:13])[N:8]2[CH3:11])=[CH:4][CH:3]=1.O.[NH2:25][NH2:26], predict the reaction product. The product is: [Cl:1][C:2]1[CH:3]=[CH:4][C:5]2[C:6]3[C:17]([C:18]([O:20][CH2:21][CH3:22])=[O:19])=[N:26][NH:25][C:12](=[O:13])[C:7]=3[N:8]([CH3:11])[C:9]=2[CH:10]=1. (3) Given the reactants [CH2:1]([NH:3][CH2:4][C:5]1[CH:10]=[CH:9][C:8]([C:11]([N:13]2[CH2:19][C:18]3([CH3:21])[CH2:20][CH:14]2[CH2:15][C:16]([CH3:23])([CH3:22])[CH2:17]3)=[O:12])=[CH:7][CH:6]=1)[CH3:2].[F:24][C:25]([F:38])([F:37])[S:26](O[S:26]([C:25]([F:38])([F:37])[F:24])(=[O:28])=[O:27])(=[O:28])=[O:27], predict the reaction product. The product is: [CH2:1]([N:3]([CH2:4][C:5]1[CH:6]=[CH:7][C:8]([C:11]([N:13]2[CH2:19][C:18]3([CH3:21])[CH2:20][CH:14]2[CH2:15][C:16]([CH3:22])([CH3:23])[CH2:17]3)=[O:12])=[CH:9][CH:10]=1)[S:26]([C:25]([F:38])([F:37])[F:24])(=[O:28])=[O:27])[CH3:2]. (4) Given the reactants [Cl:1][C:2]1[CH:3]=[C:4]([CH:7]=[C:8]([O:10][C:11]2[C:12](=[O:33])[N:13]([CH2:21][C:22]3[CH:27]=[C:26]([CH:28]([F:30])[F:29])[N:25]=[N:24][C:23]=3[O:31]C)[CH:14]=[CH:15][C:16]=2[C:17]([F:20])([F:19])[F:18])[CH:9]=1)[C:5]#[N:6].C[Si](Cl)(C)C, predict the reaction product. The product is: [Cl:1][C:2]1[CH:3]=[C:4]([CH:7]=[C:8]([O:10][C:11]2[C:12](=[O:33])[N:13]([CH2:21][C:22]3[C:23](=[O:31])[NH:24][N:25]=[C:26]([CH:28]([F:29])[F:30])[CH:27]=3)[CH:14]=[CH:15][C:16]=2[C:17]([F:19])([F:18])[F:20])[CH:9]=1)[C:5]#[N:6]. (5) The product is: [F:22][C:23]([F:28])([F:27])[C:24]([OH:26])=[O:25].[NH2:14][CH2:13][C:4]1[CH:5]=[CH:6][CH:7]=[C:8]([C:9]([F:10])([F:11])[F:12])[C:3]=1[C:1]#[N:2]. Given the reactants [C:1]([C:3]1[C:8]([C:9]([F:12])([F:11])[F:10])=[CH:7][CH:6]=[CH:5][C:4]=1[CH2:13][NH:14]C(=O)OC(C)(C)C)#[N:2].[F:22][C:23]([F:28])([F:27])[C:24]([OH:26])=[O:25], predict the reaction product. (6) Given the reactants [C:1]([O:4][CH2:5][C:6](=[O:16])[CH2:7][C:8]1[CH:13]=[CH:12][C:11](Cl)=[C:10](Cl)[CH:9]=1)(=[O:3])[CH3:2].[Cl:17]CC(=O)CC1C=CC=CC=1Cl.C(O)(=O)C.C(N(CC)CC)C, predict the reaction product. The product is: [C:1]([O:4][CH2:5][C:6](=[O:16])[CH2:7][C:8]1[CH:13]=[CH:12][CH:11]=[CH:10][C:9]=1[Cl:17])(=[O:3])[CH3:2]. (7) The product is: [C:17]([C:14]1[CH:15]=[CH:16][C:11]([C:9]2[N:10]=[C:6]3[CH:5]=[CH:4][CH:3]=[C:2]([N:21]4[CH2:26][CH2:25][NH:24][CH2:23][CH2:22]4)[N:7]3[N:8]=2)=[CH:12][CH:13]=1)([CH3:20])([CH3:19])[CH3:18]. Given the reactants Br[C:2]1[N:7]2[N:8]=[C:9]([C:11]3[CH:16]=[CH:15][C:14]([C:17]([CH3:20])([CH3:19])[CH3:18])=[CH:13][CH:12]=3)[N:10]=[C:6]2[CH:5]=[CH:4][CH:3]=1.[NH:21]1[CH2:26][CH2:25][NH:24][CH2:23][CH2:22]1, predict the reaction product. (8) Given the reactants Br[C:2]1[C:3]2[N:4]([C:9]([C:19]3[CH:24]=[CH:23][N:22]=[C:21]([NH2:25])[N:20]=3)=[C:10]([C:12]3[CH:17]=[CH:16][CH:15]=[C:14]([CH3:18])[N:13]=3)[N:11]=2)[CH:5]=[C:6]([CH3:8])[CH:7]=1.[N:26]1([CH2:32][CH2:33][NH2:34])[CH2:31][CH2:30][O:29][CH2:28][CH2:27]1.CC([O-])(C)C.[Na+].C1(P(C2CCCCC2)C2C=CC=CC=2C2C=CC=CC=2N(C)C)CCCCC1, predict the reaction product. The product is: [NH2:25][C:21]1[N:20]=[C:19]([C:9]2[N:4]3[CH:5]=[C:6]([CH3:8])[CH:7]=[C:2]([NH:34][CH2:33][CH2:32][N:26]4[CH2:31][CH2:30][O:29][CH2:28][CH2:27]4)[C:3]3=[N:11][C:10]=2[C:12]2[CH:17]=[CH:16][CH:15]=[C:14]([CH3:18])[N:13]=2)[CH:24]=[CH:23][N:22]=1. (9) Given the reactants Cl.[CH3:2][O:3][C:4](=[O:9])[C@H:5]([CH2:7][OH:8])[NH2:6].Cl[C:11]([O:13][CH3:14])=[O:12].[OH-].[Na+], predict the reaction product. The product is: [OH:8][CH2:7][C@H:5]([NH:6][C:11]([O:13][CH3:14])=[O:12])[C:4]([O:3][CH3:2])=[O:9].